Dataset: Reaction yield outcomes from USPTO patents with 853,638 reactions. Task: Predict the reaction yield, written as a fraction of the theoretical maximum amount of product (1.0 means a 100% yield; for example, 0.34 means a 34% yield). (1) The reactants are [N:1]1[CH:6]=[C:5]([C:7]([OH:9])=O)[CH:4]=[C:3]([C:10]([OH:12])=[O:11])[CH:2]=1.[CH2:13](N=C=NCCCN(C)C)C.[CH3:24][OH:25]. No catalyst specified. The product is [CH3:24][O:25][C:7]([C:5]1[CH:6]=[N:1][CH:2]=[C:3]([C:10]([O:12][CH3:13])=[O:11])[CH:4]=1)=[O:9]. The yield is 0.880. (2) The reactants are Br[C:2]1[CH:7]=[CH:6][C:5]([O:8][CH:9]([F:11])[F:10])=[C:4]([O:12][CH3:13])[C:3]=1[O:14][CH2:15][CH2:16][CH3:17].C(=O)([O-])[O-].[Cs+].[Cs+].CC1(C)C(C)(C)OB([C:32]2[CH:33]=[C:34]3[C:38](=[CH:39][CH:40]=2)[C:37](=[O:41])[NH:36][CH2:35]3)O1. The catalyst is CN(C)C=O.[Pd].C1(P(C2C=CC=CC=2)C2C=CC=CC=2)C=CC=CC=1.C1(P(C2C=CC=CC=2)C2C=CC=CC=2)C=CC=CC=1.C1(P(C2C=CC=CC=2)C2C=CC=CC=2)C=CC=CC=1.C1(P(C2C=CC=CC=2)C2C=CC=CC=2)C=CC=CC=1. The product is [F:10][CH:9]([F:11])[O:8][C:5]1[CH:6]=[CH:7][C:2]([C:32]2[CH:33]=[C:34]3[C:38](=[CH:39][CH:40]=2)[C:37](=[O:41])[NH:36][CH2:35]3)=[C:3]([O:14][CH2:15][CH2:16][CH3:17])[C:4]=1[O:12][CH3:13]. The yield is 0.110. (3) The reactants are [C:1]([O:20][C:21]([C:34]1[CH:39]=[CH:38][CH:37]=[CH:36][CH:35]=1)([C:28]1[CH:33]=[CH:32][CH:31]=[CH:30][CH:29]=1)[C:22]1[CH:27]=[CH:26][CH:25]=[CH:24][CH:23]=1)(C1C=CC=CC=1)(C1C=CC=CC=1)C1C=CC=CC=1.[H-].[Na+].Br[CH2:43][CH2:44][CH2:45][CH2:46][CH2:47][CH2:48][CH2:49][CH2:50][CH2:51][CH3:52].[OH2:53].[CH2:54]([O:56][CH2:57][CH3:58])[CH3:55]. The catalyst is O1CCCC1. The product is [CH2:54]([O:56][CH2:57][CH:58]([O:53][CH2:24][CH2:23][CH2:22][CH2:21][CH2:28][CH2:29][CH2:30][CH2:31][CH2:32][CH3:33])[CH2:1][O:20][C:21]([C:28]1[CH:33]=[CH:32][CH:31]=[CH:30][CH:29]=1)([C:34]1[CH:35]=[CH:36][CH:37]=[CH:38][CH:39]=1)[C:22]1[CH:23]=[CH:24][CH:25]=[CH:26][CH:27]=1)[CH2:55][CH2:43][CH2:44][CH2:45][CH2:46][CH2:47][CH2:48][CH2:49][CH2:50][CH2:51][CH3:52]. The yield is 0.520. (4) The reactants are [F:1][C:2]1[CH:7]=[CH:6][CH:5]=[CH:4][C:3]=1[C:8]1[N:9]([S:17]([C:20]2[CH:21]=[N:22][CH:23]=[CH:24][CH:25]=2)(=[O:19])=[O:18])[CH:10]=[C:11]2[C:15](=O)[CH2:14][CH2:13][C:12]=12.[CH2:26]([NH2:28])[CH3:27].O1CCCC1.[BH4-].[Na+]. The catalyst is CO.C(O[Ti](OC(C)C)(OC(C)C)OC(C)C)(C)C. The product is [CH2:26]([NH:28][CH:15]1[C:11]2[C:12](=[C:8]([C:3]3[CH:4]=[CH:5][CH:6]=[CH:7][C:2]=3[F:1])[N:9]([S:17]([C:20]3[CH:21]=[N:22][CH:23]=[CH:24][CH:25]=3)(=[O:19])=[O:18])[CH:10]=2)[CH2:13][CH2:14]1)[CH3:27]. The yield is 0.460. (5) The reactants are [CH2:1]([O:8][CH2:9][C@H:10]1[N:14]([C:15]([O:17][C:18]([CH3:21])([CH3:20])[CH3:19])=[O:16])[C@@H:13](/[C:22](/[C:25]([O:27][C:28]([CH3:31])([CH3:30])[CH3:29])=[O:26])=[CH:23]/[OH:24])[C@@H:12]2[O:32][C:33]([CH3:36])([CH3:35])[O:34][C@H:11]12)[C:2]1[CH:7]=[CH:6][CH:5]=[CH:4][CH:3]=1.I[CH3:38]. No catalyst specified. The product is [CH2:1]([O:8][CH2:9][C@H:10]1[N:14]([C:15]([O:17][C:18]([CH3:20])([CH3:19])[CH3:21])=[O:16])[C@@H:13](/[C:22](/[C:25]([O:27][C:28]([CH3:31])([CH3:30])[CH3:29])=[O:26])=[CH:23]/[O:24][CH3:38])[C@@H:12]2[O:32][C:33]([CH3:36])([CH3:35])[O:34][C@H:11]12)[C:2]1[CH:3]=[CH:4][CH:5]=[CH:6][CH:7]=1. The yield is 0.910. (6) The reactants are O=S(Cl)Cl.[CH3:5][O:6][C:7]1[CH:22]=[C:21]([O:23][CH3:24])[CH:20]=[CH:19][C:8]=1[CH2:9][N:10]1[C:14](=[O:15])[CH2:13][CH:12]([C:16]([OH:18])=[O:17])[CH2:11]1.[CH3:25]O. No catalyst specified. The product is [CH3:5][O:6][C:7]1[CH:22]=[C:21]([O:23][CH3:24])[CH:20]=[CH:19][C:8]=1[CH2:9][N:10]1[C:14](=[O:15])[CH2:13][CH:12]([C:16]([O:18][CH3:25])=[O:17])[CH2:11]1. The yield is 0.810. (7) The reactants are Br[C:2]1[S:6][C:5]([C:7]2[N:11]3[N:12]=[C:13]([CH3:21])[CH:14]=[C:15]([CH:16]([CH2:19][CH3:20])[CH2:17][CH3:18])[C:10]3=[N:9][C:8]=2[CH3:22])=[C:4]([CH3:23])[CH:3]=1.[Br-].[N:25]1[CH:30]=[CH:29][CH:28]=[CH:27][C:26]=1[Zn+].C1COCC1. The catalyst is CCOC(C)=O.C1C=CC(P(C2C=CC=CC=2)[C-]2C=CC=C2)=CC=1.C1C=CC(P(C2C=CC=CC=2)[C-]2C=CC=C2)=CC=1.Cl[Pd]Cl.[Fe+2]. The product is [CH2:17]([CH:16]([C:15]1[C:10]2[N:11]([C:7]([C:5]3[S:6][C:2]([C:26]4[CH:27]=[CH:28][CH:29]=[CH:30][N:25]=4)=[CH:3][C:4]=3[CH3:23])=[C:8]([CH3:22])[N:9]=2)[N:12]=[C:13]([CH3:21])[CH:14]=1)[CH2:19][CH3:20])[CH3:18]. The yield is 0.890.